This data is from Reaction yield outcomes from USPTO patents with 853,638 reactions. The task is: Predict the reaction yield, written as a fraction of the theoretical maximum amount of product (1.0 means a 100% yield; for example, 0.34 means a 34% yield). (1) The reactants are [C:1]([NH2:9])(=[S:8])[C:2]1[CH:7]=[CH:6][CH:5]=[CH:4][CH:3]=1.Br[CH2:11][C:12](=O)[C:13]([OH:15])=[O:14]. The catalyst is O1CCOCC1. The product is [C:2]1([C:1]2[S:8][CH:11]=[C:12]([C:13]([OH:15])=[O:14])[N:9]=2)[CH:7]=[CH:6][CH:5]=[CH:4][CH:3]=1. The yield is 0.990. (2) The reactants are [CH3:1][N:2]1[C:6]2[CH:7]=[CH:8][C:9]([C:11]([OH:13])=O)=[CH:10][C:5]=2[N:4]=[N:3]1.[CH2:14]1[C@H:23]2[C@H:18]([CH2:19][CH2:20][C:21]3[CH:27]=[CH:26][CH:25]=[CH:24][C:22]=32)[NH:17][CH2:16][CH2:15]1.F[P-](F)(F)(F)(F)F.N1(OC(N(C)C)=[N+](C)C)C2N=CC=CC=2N=N1. No catalyst specified. The product is [CH2:14]1[C@H:23]2[C@H:18]([CH2:19][CH2:20][C:21]3[CH:27]=[CH:26][CH:25]=[CH:24][C:22]=32)[N:17]([C:11]([C:9]2[CH:8]=[CH:7][C:6]3[N:2]([CH3:1])[N:3]=[N:4][C:5]=3[CH:10]=2)=[O:13])[CH2:16][CH2:15]1. The yield is 0.530. (3) The reactants are [O:1]1[CH2:6][CH2:5][NH:4][C:3]2[CH:7]=[CH:8][CH:9]=[CH:10][C:2]1=2.C(=O)([O-])[O-].[K+].[K+].Br[CH2:18][C:19]([O:21][CH3:22])=[O:20]. The catalyst is CN(C=O)C. The product is [CH3:22][O:21][C:19](=[O:20])[CH2:18][N:4]1[C:3]2[CH:7]=[CH:8][CH:9]=[CH:10][C:2]=2[O:1][CH2:6][CH2:5]1. The yield is 0.710. (4) The reactants are [C:1]([C:5]1[CH:10]=[C:9]([C:11]([F:14])([F:13])[F:12])[C:8]([N+:15]([O-])=O)=[CH:7][C:6]=1[O:18][CH3:19])([CH3:4])([CH3:3])[CH3:2].C([O-])=O.[NH4+]. The catalyst is CCO.[Pd]. The product is [C:1]([C:5]1[CH:10]=[C:9]([C:11]([F:14])([F:12])[F:13])[C:8]([NH2:15])=[CH:7][C:6]=1[O:18][CH3:19])([CH3:4])([CH3:2])[CH3:3]. The yield is 0.950. (5) The reactants are [N+:1]([C:4]1[CH:9]=[CH:8][C:7]([CH2:10][CH2:11][CH2:12][C:13](Cl)=[O:14])=[CH:6][CH:5]=1)([O-:3])=[O:2].[F:16][C:17]1[CH:22]=[CH:21][CH:20]=[CH:19][CH:18]=1.[Cl-].[Al+3].[Cl-].[Cl-].Cl. The catalyst is C(=S)=S.O. The product is [F:16][C:17]1[CH:22]=[CH:21][C:20]([C:13](=[O:14])[CH2:12][CH2:11][CH2:10][C:7]2[CH:8]=[CH:9][C:4]([N+:1]([O-:3])=[O:2])=[CH:5][CH:6]=2)=[CH:19][CH:18]=1. The yield is 0.560.